Dataset: Full USPTO retrosynthesis dataset with 1.9M reactions from patents (1976-2016). Task: Predict the reactants needed to synthesize the given product. The reactants are: Cl[C:2]1[C:11]2[C:6](=[CH:7][CH:8]=[C:9]([CH3:12])[CH:10]=2)[N:5]=[C:4]([N:13]2[CH2:19][C:18]3[CH:20]=[CH:21][CH:22]=[CH:23][C:17]=3[S:16](=[O:24])[CH2:15][CH2:14]2)[CH:3]=1.[NH2:25][CH2:26][CH2:27][OH:28]. Given the product [CH3:12][C:9]1[CH:10]=[C:11]2[C:6](=[CH:7][CH:8]=1)[N:5]=[C:4]([N:13]1[CH2:19][C:18]3[CH:20]=[CH:21][CH:22]=[CH:23][C:17]=3[S:16](=[O:24])[CH2:15][CH2:14]1)[CH:3]=[C:2]2[NH:25][CH2:26][CH2:27][OH:28], predict the reactants needed to synthesize it.